From a dataset of Full USPTO retrosynthesis dataset with 1.9M reactions from patents (1976-2016). Predict the reactants needed to synthesize the given product. (1) Given the product [OH:28][CH:26]([OH:27])[C:8]1[CH:9]=[CH:10][C:11]2[C:15]3[S:16][C:17]4[CH:22]=[C:21]([CH:23]([OH:24])[OH:25])[CH:20]=[CH:19][C:18]=4[C:14]=3[S:13][C:12]=2[CH:7]=1, predict the reactants needed to synthesize it. The reactants are: [H-].[H-].[H-].[H-].[Li+].[Al+3].[CH:7]1[C:12]2[S:13][C:14]3[C:18]4[CH:19]=[CH:20][C:21]([C:23]([O-:25])=[O:24])=[CH:22][C:17]=4[S:16][C:15]=3[C:11]=2[CH:10]=[CH:9][C:8]=1[C:26]([O-:28])=[O:27]. (2) Given the product [C:1]([O:5][C:6](=[O:27])[CH2:7][C:8]1[CH:24]=[CH:23][C:11]([O:12][C:13]2[CH:22]=[CH:21][C:16]([C:17]([OH:19])=[O:18])=[CH:15][CH:14]=2)=[C:10]([C:25]#[N:26])[CH:9]=1)([CH3:4])([CH3:2])[CH3:3], predict the reactants needed to synthesize it. The reactants are: [C:1]([O:5][C:6](=[O:27])[CH2:7][C:8]1[CH:24]=[CH:23][C:11]([O:12][C:13]2[CH:22]=[CH:21][C:16]([C:17]([O:19]C)=[O:18])=[CH:15][CH:14]=2)=[C:10]([C:25]#[N:26])[CH:9]=1)([CH3:4])([CH3:3])[CH3:2].O[Li].O. (3) Given the product [C:11]([C:8]([CH3:10])([CH3:9])[C:7]1[CH:6]=[CH:5][C:4]([NH:13][C:14](=[O:25])[C:15]2[CH:20]=[CH:19][C:18]([O:21][CH3:22])=[C:17]([O:23][CH3:24])[CH:16]=2)=[CH:3][C:2]=1[N:26]1[CH2:31][CH2:30][O:29][CH2:28][CH2:27]1)#[N:12], predict the reactants needed to synthesize it. The reactants are: Br[C:2]1[CH:3]=[C:4]([NH:13][C:14](=[O:25])[C:15]2[CH:20]=[CH:19][C:18]([O:21][CH3:22])=[C:17]([O:23][CH3:24])[CH:16]=2)[CH:5]=[CH:6][C:7]=1[C:8]([C:11]#[N:12])([CH3:10])[CH3:9].[NH:26]1[CH2:31][CH2:30][O:29][CH2:28][CH2:27]1.CC(C)([O-])C.[K+].C1C=CC(P(C2C=CC3C(=CC=CC=3)C=2C2C3C(=CC=CC=3)C=CC=2P(C2C=CC=CC=2)C2C=CC=CC=2)C2C=CC=CC=2)=CC=1. (4) The reactants are: [C:1]([N:8]1[CH2:12][C@@H:11]([N:13]=[N+]=[N-])[CH2:10][C@H:9]1[C:16]([N:18]([CH3:20])[CH3:19])=[O:17])([O:3][C:4]([CH3:7])([CH3:6])[CH3:5])=[O:2]. Given the product [C:1]([N:8]1[CH2:12][C@@H:11]([NH2:13])[CH2:10][C@H:9]1[C:16]([N:18]([CH3:20])[CH3:19])=[O:17])([O:3][C:4]([CH3:7])([CH3:6])[CH3:5])=[O:2], predict the reactants needed to synthesize it. (5) Given the product [N:35]1([C:43]([O:45][C:46]([CH3:49])([CH3:48])[CH3:47])=[O:44])[CH2:42][CH2:41][CH2:40][C@H:36]1[C:37]([NH:2][C@H:3]([C:5]([NH:7][C@H:8]([C:25]([O:27][CH2:28][C:29]1[CH:34]=[CH:33][CH:32]=[CH:31][CH:30]=1)=[O:26])[CH2:9][CH2:10][CH2:11][CH2:12][NH:13][C:14]([O:16][CH2:17][C:18]1[CH:24]=[CH:23][CH:22]=[CH:21][C:19]=1[Cl:20])=[O:15])=[O:6])[CH3:4])=[O:38], predict the reactants needed to synthesize it. The reactants are: Cl.[NH2:2][C@H:3]([C:5]([NH:7][C@H:8]([C:25]([O:27][CH2:28][C:29]1[CH:34]=[CH:33][CH:32]=[CH:31][CH:30]=1)=[O:26])[CH2:9][CH2:10][CH2:11][CH2:12][NH:13][C:14]([O:16][CH2:17][C:18]1[CH:24]=[CH:23][CH:22]=[CH:21][C:19]=1[Cl:20])=[O:15])=[O:6])[CH3:4].[N:35]1([C:43]([O:45][C:46]([CH3:49])([CH3:48])[CH3:47])=[O:44])[CH2:42][CH2:41][CH2:40][C@H:36]1[C:37](O)=[O:38].ON1C2C=CC=CC=2N=N1.C1(N=C=NC2CCCCC2)CCCCC1. (6) The reactants are: [Cl:1][C:2]1[CH:7]=[C:6]([C:8]([F:11])([F:10])[F:9])[CH:5]=[CH:4][C:3]=1[C:12]#[C:13][C:14]([OH:16])=O.[Cl:17][C:18]1[CH:19]=[C:20]([NH2:33])[CH:21]=[CH:22][C:23]=1[CH2:24][CH2:25][N:26]1[CH2:31][CH2:30][CH:29]([CH3:32])[CH2:28][CH2:27]1. Given the product [Cl:17][C:18]1[CH:19]=[C:20]([NH:33][C:14](=[O:16])[C:13]#[C:12][C:3]2[CH:4]=[CH:5][C:6]([C:8]([F:9])([F:10])[F:11])=[CH:7][C:2]=2[Cl:1])[CH:21]=[CH:22][C:23]=1[CH2:24][CH2:25][N:26]1[CH2:27][CH2:28][CH:29]([CH3:32])[CH2:30][CH2:31]1, predict the reactants needed to synthesize it. (7) The reactants are: Br[C:2]1[CH:7]=[CH:6][C:5]([N:8]([Si](C)(C)C)[Si](C)(C)C)=[CH:4][CH:3]=1.[Li]CCCC.[O:22]=[C:23]1[CH2:28][CH2:27][N:26]([C:29]([O:31][C:32]([CH3:35])([CH3:34])[CH3:33])=[O:30])[CH2:25][CH2:24]1. Given the product [NH2:8][C:5]1[CH:6]=[CH:7][C:2]([C:23]2([OH:22])[CH2:24][CH2:25][N:26]([C:29]([O:31][C:32]([CH3:34])([CH3:33])[CH3:35])=[O:30])[CH2:27][CH2:28]2)=[CH:3][CH:4]=1, predict the reactants needed to synthesize it.